Dataset: Reaction yield outcomes from USPTO patents with 853,638 reactions. Task: Predict the reaction yield, written as a fraction of the theoretical maximum amount of product (1.0 means a 100% yield; for example, 0.34 means a 34% yield). (1) The reactants are [Br:1][C:2]1[CH:3]=[C:4]([NH:8][C:9](=[O:15])[O:10][C:11]([CH3:14])([CH3:13])[CH3:12])[CH:5]=[CH:6][CH:7]=1.[H-].[Na+].Br[CH2:19][CH2:20][CH2:21][CH3:22].O. The catalyst is CN(C=O)C. The product is [Br:1][C:2]1[CH:3]=[C:4]([N:8]([CH2:19][CH2:20][CH2:21][CH3:22])[C:9](=[O:15])[O:10][C:11]([CH3:12])([CH3:14])[CH3:13])[CH:5]=[CH:6][CH:7]=1. The yield is 1.00. (2) The reactants are [Br:1][C:2]1[C:7]2[C:8]3[CH:14]=[C:13]([C:15]4[CH:16]=[N:17][N:18]([CH3:20])[CH:19]=4)[CH:12]=[N:11][C:9]=3[NH:10][C:6]=2[CH:5]=[N:4][C:3]=1[C:21]#[N:22].[H-].[Na+].Cl[CH2:26][O:27][CH2:28][CH2:29][Si:30]([CH3:33])([CH3:32])[CH3:31]. The catalyst is CN(C=O)C.O. The product is [Br:1][C:2]1[C:7]2[C:8]3[CH:14]=[C:13]([C:15]4[CH:16]=[N:17][N:18]([CH3:20])[CH:19]=4)[CH:12]=[N:11][C:9]=3[N:10]([CH2:26][O:27][CH2:28][CH2:29][Si:30]([CH3:33])([CH3:32])[CH3:31])[C:6]=2[CH:5]=[N:4][C:3]=1[C:21]#[N:22]. The yield is 0.540. (3) The reactants are [CH3:1][NH:2][C:3]([N:5]1[C:13]2[C:8](=[CH:9][C:10]([O:14][C:15]3[CH:20]=[CH:19][N:18]=[C:17]([N:21](C(OC4C=CC=CC=4)=O)[C:22](=[O:30])OC4C=CC=CC=4)[CH:16]=3)=[CH:11][CH:12]=2)[CH:7]=[CH:6]1)=[O:4].C(N(CC)CC)C.O.Cl.[NH:49]1[CH2:54][CH2:53][C:52](=[O:55])[CH2:51][CH2:50]1. The catalyst is CN(C)C=O. The product is [CH3:1][NH:2][C:3]([N:5]1[C:13]2[C:8](=[CH:9][C:10]([O:14][C:15]3[CH:20]=[CH:19][N:18]=[C:17]([NH:21][C:22]([N:49]4[CH2:54][CH2:53][C:52](=[O:55])[CH2:51][CH2:50]4)=[O:30])[CH:16]=3)=[CH:11][CH:12]=2)[CH:7]=[CH:6]1)=[O:4]. The yield is 0.590. (4) The reactants are [Cl:1][C:2]1[N:7]=[C:6](Cl)[C:5]([NH:9][CH:10]2[CH2:15][CH2:14][O:13][CH2:12][CH2:11]2)=[CH:4][N:3]=1.Cl.[NH:17]1[CH2:22][CH2:21][O:20][CH2:19][CH:18]1[C:23](O)=[O:24].CCN(C(C)C)C(C)C. The catalyst is CS(C)=O.O.CCOCC.CCO. The product is [Cl:1][C:2]1[N:3]=[CH:4][C:5]2[N:9]([CH:10]3[CH2:15][CH2:14][O:13][CH2:12][CH2:11]3)[C:23](=[O:24])[CH:18]3[CH2:19][O:20][CH2:21][CH2:22][N:17]3[C:6]=2[N:7]=1. The yield is 0.204. (5) The reactants are [CH3:1][N:2]([S:11]([C:14]1[CH:19]=[CH:18][C:17]([C:20]2[CH:25]=[CH:24][C:23]([N+:26]([O-])=O)=[CH:22][CH:21]=2)=[CH:16][CH:15]=1)(=[O:13])=[O:12])[C@@H:3]([C:7]([O:9][CH3:10])=[O:8])[CH:4]([CH3:6])[CH3:5].O.O.[Sn](Cl)Cl.C(=O)([O-])[O-].[Na+].[Na+]. The catalyst is C(OCC)(=O)C. The product is [NH2:26][C:23]1[CH:24]=[CH:25][C:20]([C:17]2[CH:16]=[CH:15][C:14]([S:11]([N:2]([CH3:1])[C@@H:3]([C:7]([O:9][CH3:10])=[O:8])[CH:4]([CH3:6])[CH3:5])(=[O:13])=[O:12])=[CH:19][CH:18]=2)=[CH:21][CH:22]=1. The yield is 0.950.